Dataset: Forward reaction prediction with 1.9M reactions from USPTO patents (1976-2016). Task: Predict the product of the given reaction. (1) Given the reactants [NH2:1][CH:2]([CH2:12][C:13]1[CH:18]=[CH:17][CH:16]=[C:15]([C:19]([F:22])([F:21])[CH3:20])[CH:14]=1)[CH:3]([C:5]1[CH:10]=[CH:9][C:8]([F:11])=[CH:7][CH:6]=1)[OH:4].[F:23][C:24]1[C:33]2[C:28](=[CH:29][CH:30]=[CH:31][CH:32]=2)[C:27]([C:34](O)=[O:35])=[CH:26][CH:25]=1.O.ON1C2C=CC=CC=2N=N1.Cl.C(N=C=NCCCN(C)C)C, predict the reaction product. The product is: [F:21][C:19]([C:15]1[CH:14]=[C:13]([CH:18]=[CH:17][CH:16]=1)[CH2:12][CH:2]([NH:1][C:34]([C:27]1[C:28]2[C:33](=[CH:32][CH:31]=[CH:30][CH:29]=2)[C:24]([F:23])=[CH:25][CH:26]=1)=[O:35])[CH:3]([C:5]1[CH:10]=[CH:9][C:8]([F:11])=[CH:7][CH:6]=1)[OH:4])([F:22])[CH3:20]. (2) Given the reactants [CH2:1]([O:8][C:9]1[CH:18]=[C:17]2[C:12]([C:13]([OH:23])=[C:14]([C:20](O)=[O:21])[N:15]=[C:16]2[Cl:19])=[CH:11][CH:10]=1)[C:2]1[CH:7]=[CH:6][CH:5]=[CH:4][CH:3]=1.Cl.[CH3:25][O:26][C:27](=[O:31])[C@H:28]([CH3:30])[NH2:29], predict the reaction product. The product is: [CH3:25][O:26][C:27](=[O:31])[C@@H:28]([NH:29][C:20]([C:14]1[N:15]=[C:16]([Cl:19])[C:17]2[C:12]([C:13]=1[OH:23])=[CH:11][CH:10]=[C:9]([O:8][CH2:1][C:2]1[CH:3]=[CH:4][CH:5]=[CH:6][CH:7]=1)[CH:18]=2)=[O:21])[CH3:30]. (3) The product is: [F:8][C:7]([F:10])([F:9])[CH2:6][CH2:5][O:18][C:19]1[CH:20]=[C:21]([CH:24]=[CH:25][CH:26]=1)[CH:22]=[O:23]. Given the reactants S(C1C=CC(C)=CC=1)(O[CH2:5][CH2:6][C:7]([F:10])([F:9])[F:8])(=O)=O.[OH:18][C:19]1[CH:20]=[C:21]([CH:24]=[CH:25][CH:26]=1)[CH:22]=[O:23].C([O-])([O-])=O.[K+].[K+], predict the reaction product. (4) The product is: [CH3:1][O:2][C:3]([C:5]1[S:6][C:7]([CH2:11][Br:19])=[CH:8][C:9]=1[Br:10])=[O:4]. Given the reactants [CH3:1][O:2][C:3]([C:5]1[S:6][C:7]([CH3:11])=[CH:8][C:9]=1[Br:10])=[O:4].C1C(=O)N([Br:19])C(=O)C1.C(OOC(=O)C1C=CC=CC=1)(=O)C1C=CC=CC=1, predict the reaction product. (5) Given the reactants [CH3:1][CH:2]([CH2:9][CH2:10][CH2:11][CH:12]([CH3:14])[CH3:13])[CH2:3][CH2:4][Si:5]([Cl:8])([Cl:7])Cl.[CH2:15]([Mg]Br)[CH2:16][CH2:17][CH2:18][CH2:19][CH3:20], predict the reaction product. The product is: [CH3:1][CH:2]([CH2:9][CH2:10][CH2:11][CH:12]([CH3:13])[CH3:14])[CH2:3][CH2:4][Si:5]([CH2:15][CH2:16][CH2:17][CH2:18][CH2:19][CH3:20])([Cl:7])[Cl:8]. (6) Given the reactants [CH2:1]([C:3]1[CH:4]=[C:5]([CH:8]=[CH:9][C:10]=1[OH:11])[CH:6]=[O:7])[CH3:2].[H-].[H-].[H-].[H-].[Li+].[Al+3].CCOCC, predict the reaction product. The product is: [CH2:1]([C:3]1[CH:4]=[C:5]([CH2:6][OH:7])[CH:8]=[CH:9][C:10]=1[OH:11])[CH3:2]. (7) Given the reactants C([O:3][C:4]([C:6]1[N:7]=[C:8]([N:15]2[CH2:20][CH2:19][N:18]([CH2:21][CH2:22][OH:23])[CH2:17][CH2:16]2)[N:9]([CH3:14])[C:10](=[O:13])[C:11]=1[OH:12])=O)C.[F:24][C:25]1[CH:32]=[CH:31][C:28]([CH2:29][NH2:30])=[CH:27][CH:26]=1, predict the reaction product. The product is: [F:24][C:25]1[CH:32]=[CH:31][C:28]([CH2:29][NH:30][C:4]([C:6]2[N:7]=[C:8]([N:15]3[CH2:20][CH2:19][N:18]([CH2:21][CH2:22][OH:23])[CH2:17][CH2:16]3)[N:9]([CH3:14])[C:10](=[O:13])[C:11]=2[OH:12])=[O:3])=[CH:27][CH:26]=1. (8) The product is: [CH3:12][N:13]1[CH2:18][CH2:17][CH:16]([C:19]2[C:27]3[C:22](=[CH:23][CH:24]=[C:25]([O:28][S:8]([C:3]4[CH:4]=[CH:5][CH:6]=[CH:7][C:2]=4[F:1])(=[O:10])=[O:9])[CH:26]=3)[NH:21][CH:20]=2)[CH2:15][CH2:14]1. Given the reactants [F:1][C:2]1[CH:7]=[CH:6][CH:5]=[CH:4][C:3]=1[S:8](Cl)(=[O:10])=[O:9].[CH3:12][N:13]1[CH2:18][CH2:17][CH:16]([C:19]2[C:27]3[C:22](=[CH:23][CH:24]=[C:25]([OH:28])[CH:26]=3)[NH:21][CH:20]=2)[CH2:15][CH2:14]1.[OH-].[Na+], predict the reaction product. (9) The product is: [CH3:16][N:17]([CH3:13])[C:24](=[O:28])[C:25]([C:7]1[C:6]2[C:10](=[CH:11][CH:12]=[C:4]([N+:1]([O-:3])=[O:2])[CH:5]=2)[NH:9][CH:8]=1)=[O:26]. Given the reactants [N+:1]([C:4]1[CH:5]=[C:6]2[C:10](=[CH:11][CH:12]=1)[NH:9][CH:8]=[CH:7]2)([O-:3])=[O:2].[C:13]1(=O)[NH:17][C:16](=O)C2=CC=CC=C12.[C:24](Cl)(=[O:28])[C:25](Cl)=[O:26].CNC.C1COCC1, predict the reaction product. (10) Given the reactants [OH:1][C:2]1[CH:3]=[C:4]([CH:9]=[C:10]([O:12][CH2:13][C:14]2[CH:19]=[CH:18][CH:17]=[CH:16][CH:15]=2)[CH:11]=1)[C:5]([O:7][CH3:8])=[O:6].C(OC1C=C(C=C(O[C@@H:38]([CH3:42])[CH2:39][O:40][CH3:41])C=1)C(O)=O)C1C=CC=CC=1.C(=O)([O-])[O-].[K+].[K+], predict the reaction product. The product is: [C:14]1([CH2:13][O:12][C:10]2[CH:9]=[C:4]([CH:3]=[C:2]([O:1][C@H:38]3[CH2:42][CH2:41][O:40][CH2:39]3)[CH:11]=2)[C:5]([O:7][CH3:8])=[O:6])[CH:19]=[CH:18][CH:17]=[CH:16][CH:15]=1.